This data is from Forward reaction prediction with 1.9M reactions from USPTO patents (1976-2016). The task is: Predict the product of the given reaction. (1) Given the reactants COC(=O)[CH:4]([C:6]1[CH:11]=[CH:10][C:9]([O:12][CH3:13])=[CH:8][C:7]=1[C:14](OC)=[O:15])Br.COC(=O)C(C1C=CC(Cl)=CC=1C(OC)=O)Br.[Cl:36][C:37]1[CH:38]=[CH:39][C:40]([OH:45])=[C:41]([CH:44]=1)[C:42]#[N:43].OC1C=CC=CC=1C#N, predict the reaction product. The product is: [OH:15][C:14]1[C:7]2[C:6](=[CH:11][CH:10]=[C:9]([O:12][CH3:13])[CH:8]=2)[C:4]2[O:45][C:40]3[CH:39]=[CH:38][C:37]([Cl:36])=[CH:44][C:41]=3[C:42]=2[N:43]=1. (2) Given the reactants [CH3:1][N:2]1[C:10]2[C:5](=[CH:6][CH:7]=[C:8](B3OC(C)(C)C(C)(C)O3)[CH:9]=2)[C:4]([CH3:21])([CH3:20])[C:3]1=[O:22].Br[C:24]1[N:25]=[N:26][C:27]([CH3:30])=[CH:28][CH:29]=1, predict the reaction product. The product is: [CH3:1][N:2]1[C:10]2[C:5](=[CH:6][CH:7]=[C:8]([C:24]3[N:25]=[N:26][C:27]([CH3:30])=[CH:28][CH:29]=3)[CH:9]=2)[C:4]([CH3:20])([CH3:21])[C:3]1=[O:22]. (3) The product is: [C:1]([C:5]1[O:9][N:8]=[C:7]([NH:10][C:11]2[N:15]([CH3:16])[C:14]3[CH:17]=[CH:18][C:19]([NH:21][C:22]4[CH:27]=[CH:26][N:25]=[C:24]([NH:44][C:40]5[CH:41]=[CH:42][CH:43]=[C:38]([S:35]([N:29]6[CH2:34][CH2:33][O:32][CH2:31][CH2:30]6)(=[O:37])=[O:36])[CH:39]=5)[N:23]=4)=[CH:20][C:13]=3[N:12]=2)[CH:6]=1)([CH3:4])([CH3:3])[CH3:2]. Given the reactants [C:1]([C:5]1[O:9][N:8]=[C:7]([NH:10][C:11]2[N:15]([CH3:16])[C:14]3[CH:17]=[CH:18][C:19]([NH:21][C:22]4[CH:27]=[CH:26][N:25]=[C:24](Cl)[N:23]=4)=[CH:20][C:13]=3[N:12]=2)[CH:6]=1)([CH3:4])([CH3:3])[CH3:2].[N:29]1([S:35]([C:38]2[CH:39]=[C:40]([NH2:44])[CH:41]=[CH:42][CH:43]=2)(=[O:37])=[O:36])[CH2:34][CH2:33][O:32][CH2:31][CH2:30]1, predict the reaction product. (4) Given the reactants [C:1]([O:4][C@@H:5]1[C@@H:10]([O:11][C:12](=[O:14])[CH3:13])[C@H:9]([O:15][C:16](=[O:18])[CH3:17])[C@@H:8]([CH2:19][O:20][C:21](=[O:23])[CH3:22])[O:7][C@H:6]1[O:24][C:25]1[C:29]([CH2:30][C:31]2[CH:36]=[CH:35][C:34]([O:37][CH2:38][CH2:39][CH2:40]O)=[CH:33][C:32]=2[CH3:42])=[C:28]([CH:43]([CH3:45])[CH3:44])[NH:27][N:26]=1)(=[O:3])[CH3:2].[CH3:46][C:47]([NH:52][S:53]([C:56]1[CH:61]=[CH:60][CH:59]=[CH:58][C:57]=1[N+:62]([O-:64])=[O:63])(=[O:55])=[O:54])([CH3:51])[C:48]([NH2:50])=[O:49].C1(P(C2C=CC=CC=2)C2C=CC=CC=2)C=CC=CC=1.N(C(OCC)=O)=NC(OCC)=O, predict the reaction product. The product is: [C:1]([O:4][C@@H:5]1[C@@H:10]([O:11][C:12](=[O:14])[CH3:13])[C@H:9]([O:15][C:16](=[O:18])[CH3:17])[C@@H:8]([CH2:19][O:20][C:21](=[O:23])[CH3:22])[O:7][C@H:6]1[O:24][C:25]1[C:29]([CH2:30][C:31]2[CH:36]=[CH:35][C:34]([O:37][CH2:38][CH2:39][CH2:40][N:52]([S:53]([C:56]3[CH:61]=[CH:60][CH:59]=[CH:58][C:57]=3[N+:62]([O-:64])=[O:63])(=[O:55])=[O:54])[C:47]([C:48](=[O:49])[NH2:50])([CH3:46])[CH3:51])=[CH:33][C:32]=2[CH3:42])=[C:28]([CH:43]([CH3:44])[CH3:45])[NH:27][N:26]=1)(=[O:3])[CH3:2]. (5) Given the reactants [CH3:1][O:2][C:3]1[CH:4]=[C:5]([C:11]2[N:16]=[C:15]([S:17][CH2:18][CH3:19])[N:14]3[CH:20]=[CH:21][N:22]=[C:13]3[CH:12]=2)[CH:6]=[CH:7][C:8]=1[O:9][CH3:10].C1C=C(Cl)C=C(C(OO)=O)C=1.[CH:34]([NH:37][CH:38](C)C)(C)[CH3:35].O, predict the reaction product. The product is: [CH3:1][O:2][C:3]1[CH:4]=[C:5]([C:11]2[N:16]=[C:15]([S:17][C:18]3[CH:35]=[CH:34][N:37]=[CH:38][CH:19]=3)[N:14]3[CH:20]=[CH:21][N:22]=[C:13]3[CH:12]=2)[CH:6]=[CH:7][C:8]=1[O:9][CH3:10]. (6) Given the reactants [Cl:1][C:2]1[C:3]([C:9]#[N:10])=[N:4][CH:5]=[C:6](Cl)[CH:7]=1.[C:11]([C:13]1[CH:18]=[CH:17][C:16]([CH3:19])=[CH:15][CH:14]=1)#[CH:12].C(N(CC)CC)C, predict the reaction product. The product is: [Cl:1][C:2]1[C:3]([C:9]#[N:10])=[N:4][CH:5]=[C:6]([C:12]#[C:11][C:13]2[CH:18]=[CH:17][C:16]([CH3:19])=[CH:15][CH:14]=2)[CH:7]=1. (7) The product is: [N:12]1([C:17]2[CH:24]=[CH:23][C:20]([CH2:21][NH:11][C:1]34[CH2:8][CH:7]5[CH2:6][CH:5]([CH2:4][CH:3]([CH2:9]5)[CH2:2]3)[CH2:10]4)=[CH:19][CH:18]=2)[CH:16]=[CH:15][N:14]=[CH:13]1. Given the reactants [C:1]12([NH2:11])[CH2:10][CH:5]3[CH2:6][CH:7]([CH2:9][CH:3]([CH2:4]3)[CH2:2]1)[CH2:8]2.[N:12]1([C:17]2[CH:24]=[CH:23][C:20]([CH:21]=O)=[CH:19][CH:18]=2)[CH:16]=[CH:15][N:14]=[CH:13]1.C12(NCC3C=CC(Br)=CC=3)CC3CC(CC(C3)C1)C2, predict the reaction product. (8) Given the reactants [Cl:1][C:2]1[CH:11]=[C:10]2[C:5]([CH:6]=[CH:7][C:8]([CH2:12][N:13]3[CH:17]=[C:16]([C:18]([NH:20][CH2:21][C:22]4[C:23]([CH3:37])=[CH:24][C:25]([NH:29]C(=O)OC(C)(C)C)=[N:26][C:27]=4[CH3:28])=[O:19])[N:15]=[N:14]3)=[N:9]2)=[CH:4][CH:3]=1.C(O)(C(F)(F)F)=O, predict the reaction product. The product is: [NH2:29][C:25]1[N:26]=[C:27]([CH3:28])[C:22]([CH2:21][NH:20][C:18]([C:16]2[N:15]=[N:14][N:13]([CH2:12][C:8]3[CH:7]=[CH:6][C:5]4[C:10](=[CH:11][C:2]([Cl:1])=[CH:3][CH:4]=4)[N:9]=3)[CH:17]=2)=[O:19])=[C:23]([CH3:37])[CH:24]=1. (9) The product is: [CH:1]1([NH:4][C:5](=[O:30])[C:6]2[CH:11]=[CH:10][C:9]([CH3:12])=[C:8]([C:13]3[CH:14]=[C:15]4[C:20](=[CH:21][CH:22]=3)[C:19](=[O:23])[N:18]([CH2:24][CH:25]3[CH2:27][CH2:26]3)[CH:17]=[C:16]4[CH2:28][N:35]3[CH2:36][CH2:37][N:32]([CH3:31])[CH2:33][CH2:34]3)[CH:7]=2)[CH2:2][CH2:3]1. Given the reactants [CH:1]1([NH:4][C:5](=[O:30])[C:6]2[CH:11]=[CH:10][C:9]([CH3:12])=[C:8]([C:13]3[CH:14]=[C:15]4[C:20](=[CH:21][CH:22]=3)[C:19](=[O:23])[N:18]([CH2:24][CH:25]3[CH2:27][CH2:26]3)[CH:17]=[C:16]4[CH:28]=O)[CH:7]=2)[CH2:3][CH2:2]1.[CH3:31][N:32]1[CH2:37][CH2:36][NH:35][CH2:34][CH2:33]1, predict the reaction product.